Predict the product of the given reaction. From a dataset of Forward reaction prediction with 1.9M reactions from USPTO patents (1976-2016). (1) Given the reactants [Br:1][C:2]1[CH:6]=[C:5]([C:7]([OH:9])=O)[N:4]([C:10]2[C:15]([Cl:16])=[CH:14][CH:13]=[CH:12][N:11]=2)[N:3]=1.C(#N)C.CS(Cl)(=O)=O.[NH2:25][C:26]1[C:34]([CH3:35])=[CH:33][C:32]([Cl:36])=[CH:31][C:27]=1[C:28](O)=[O:29], predict the reaction product. The product is: [Br:1][C:2]1[CH:6]=[C:5]([C:7]2[O:9][C:28](=[O:29])[C:27]3[CH:31]=[C:32]([Cl:36])[CH:33]=[C:34]([CH3:35])[C:26]=3[N:25]=2)[N:4]([C:10]2[C:15]([Cl:16])=[CH:14][CH:13]=[CH:12][N:11]=2)[N:3]=1. (2) Given the reactants [Br:1][C:2]1[CH:3]=[C:4]2[C:9](=[CH:10][CH:11]=1)[C:8](=[O:12])[NH:7][CH2:6][CH2:5]2.[CH2:13](Br)[C:14]1[CH:19]=[CH:18][CH:17]=[CH:16][CH:15]=1.[H-].[Na+], predict the reaction product. The product is: [CH2:13]([N:7]1[CH2:6][CH2:5][C:4]2[C:9](=[CH:10][CH:11]=[C:2]([Br:1])[CH:3]=2)[C:8]1=[O:12])[C:14]1[CH:19]=[CH:18][CH:17]=[CH:16][CH:15]=1. (3) The product is: [CH3:1][O:2][C:3]([C:5]1[S:6][C:7]([C:24]2[CH:25]=[CH:26][CH:27]=[CH:28][CH:29]=2)=[CH:8][C:9]=1[N:10]1[C:15](=[O:17])[CH2:14][CH2:13][CH2:12][CH:11]1[CH:18]1[CH2:19][CH2:20][CH2:21][CH2:22][CH2:23]1)=[O:4]. Given the reactants [CH3:1][O:2][C:3]([C:5]1[S:6][C:7]([C:24]2[CH:29]=[CH:28][CH:27]=[CH:26][CH:25]=2)=[CH:8][C:9]=1[NH:10][CH:11]([CH:18]1[CH2:23][CH2:22][CH2:21][CH2:20][CH2:19]1)[CH2:12][CH2:13][CH2:14][C:15]([OH:17])=O)=[O:4].N1C=CC=CC=1.CC(OC(OC(OC(C)(C)C)=O)=O)(C)C, predict the reaction product. (4) Given the reactants C(O[C:6](=O)[N:7]([C@@H:9]([CH3:45])[C:10]([NH:12][C@@H:13]([CH:39]1[CH2:44][CH2:43][CH2:42][CH2:41][CH2:40]1)[C:14]([N:16]1[C@H:21]([C:22](=[O:34])[NH:23][C@H:24]2[C:33]3[C:28](=[CH:29][CH:30]=[CH:31][CH:32]=3)[O:27][CH2:26][CH2:25]2)[CH2:20][N:19]2[C@H:35]3[CH2:38][C@H:36]3[CH2:37][C@@H:18]2[CH2:17]1)=[O:15])=[O:11])C)(C)(C)C.C(OCC)(=O)C.[ClH:53], predict the reaction product. The product is: [ClH:53].[ClH:53].[CH:39]1([C@H:13]([NH:12][C:10](=[O:11])[C@H:9]([CH3:45])[NH:7][CH3:6])[C:14]([N:16]2[C@H:21]([C:22]([NH:23][C@H:24]3[C:33]4[C:28](=[CH:29][CH:30]=[CH:31][CH:32]=4)[O:27][CH2:26][CH2:25]3)=[O:34])[CH2:20][N:19]3[C@H:35]4[CH2:38][C@H:36]4[CH2:37][C@@H:18]3[CH2:17]2)=[O:15])[CH2:40][CH2:41][CH2:42][CH2:43][CH2:44]1. (5) Given the reactants [NH2:1][NH:2][C:3]([C:5]1[CH:10]=[CH:9][C:8]([C:11]([F:14])([F:13])[F:12])=[CH:7][N:6]=1)=[NH:4].[OH:15][C:16]1[CH:23]=[CH:22][C:21]([OH:24])=[CH:20][C:17]=1[CH:18]=O, predict the reaction product. The product is: [OH:24][C:21]1[CH:22]=[CH:23][C:16]([OH:15])=[C:17]([C:18]2[NH:1][N:2]=[C:3]([C:5]3[CH:10]=[CH:9][C:8]([C:11]([F:12])([F:13])[F:14])=[CH:7][N:6]=3)[N:4]=2)[CH:20]=1. (6) Given the reactants [CH:1]1([CH2:4][O:5][C:6]2[N:11]=[C:10]([C:12]([OH:14])=O)[CH:9]=[CH:8][C:7]=2[N:15]2[CH2:18][C:17]([F:20])([F:19])[CH2:16]2)[CH2:3][CH2:2]1.[NH2:21][C:22]1([CH2:26][C:27]([NH2:29])=[O:28])[CH2:25][O:24][CH2:23]1, predict the reaction product. The product is: [C:27]([CH2:26][C:22]1([NH:21][C:12]([C:10]2[CH:9]=[CH:8][C:7]([N:15]3[CH2:18][C:17]([F:20])([F:19])[CH2:16]3)=[C:6]([O:5][CH2:4][CH:1]3[CH2:2][CH2:3]3)[N:11]=2)=[O:14])[CH2:25][O:24][CH2:23]1)(=[O:28])[NH2:29]. (7) Given the reactants [Cl:1][C:2]1[C:7]([CH:8]=O)=[CH:6][CH:5]=[C:4]([Cl:10])[N:3]=1.Cl.[Cl:12][C:13]1[CH:18]=[C:17]([Cl:19])[CH:16]=[CH:15][C:14]=1[NH:20][NH2:21].C(O)C, predict the reaction product. The product is: [Cl:1][C:2]1[C:7](/[CH:8]=[N:21]/[NH:20][C:14]2[CH:15]=[CH:16][C:17]([Cl:19])=[CH:18][C:13]=2[Cl:12])=[CH:6][CH:5]=[C:4]([Cl:10])[N:3]=1. (8) Given the reactants [NH2:1][C:2]1[C:3]([OH:13])=[C:4]([S:9]([NH2:12])(=[O:11])=[O:10])[C:5]([Cl:8])=[CH:6][CH:7]=1.[CH2:14]([N:21]=[C:22]=[O:23])[C:15]1[CH:20]=[CH:19][CH:18]=[CH:17][CH:16]=1, predict the reaction product. The product is: [NH2:12][S:9]([C:4]1[C:3]([OH:13])=[C:2]([NH:1][C:22]([NH:21][CH2:14][C:15]2[CH:20]=[CH:19][CH:18]=[CH:17][CH:16]=2)=[O:23])[CH:7]=[CH:6][C:5]=1[Cl:8])(=[O:11])=[O:10].